From a dataset of NCI-60 drug combinations with 297,098 pairs across 59 cell lines. Regression. Given two drug SMILES strings and cell line genomic features, predict the synergy score measuring deviation from expected non-interaction effect. (1) Drug 1: C1=C(C(=O)NC(=O)N1)N(CCCl)CCCl. Drug 2: C1CC(C1)(C(=O)O)C(=O)O.[NH2-].[NH2-].[Pt+2]. Cell line: NCI-H226. Synergy scores: CSS=13.3, Synergy_ZIP=-8.60, Synergy_Bliss=-9.08, Synergy_Loewe=-8.52, Synergy_HSA=-6.18. (2) Drug 1: CN(C)C1=NC(=NC(=N1)N(C)C)N(C)C. Drug 2: C1CC(=O)NC(=O)C1N2C(=O)C3=CC=CC=C3C2=O. Cell line: COLO 205. Synergy scores: CSS=-15.5, Synergy_ZIP=2.41, Synergy_Bliss=-10.0, Synergy_Loewe=-14.6, Synergy_HSA=-16.8. (3) Drug 1: CN1CCC(CC1)COC2=C(C=C3C(=C2)N=CN=C3NC4=C(C=C(C=C4)Br)F)OC. Drug 2: C1C(C(OC1N2C=C(C(=O)NC2=O)F)CO)O. Cell line: SF-539. Synergy scores: CSS=45.1, Synergy_ZIP=-0.994, Synergy_Bliss=-3.00, Synergy_Loewe=-8.72, Synergy_HSA=-1.62. (4) Drug 1: C1=CC(=CC=C1CCCC(=O)O)N(CCCl)CCCl. Drug 2: C#CCC(CC1=CN=C2C(=N1)C(=NC(=N2)N)N)C3=CC=C(C=C3)C(=O)NC(CCC(=O)O)C(=O)O. Cell line: SNB-19. Synergy scores: CSS=23.5, Synergy_ZIP=1.25, Synergy_Bliss=2.26, Synergy_Loewe=1.64, Synergy_HSA=1.64. (5) Drug 1: CC1=C2C(C(=O)C3(C(CC4C(C3C(C(C2(C)C)(CC1OC(=O)C(C(C5=CC=CC=C5)NC(=O)OC(C)(C)C)O)O)OC(=O)C6=CC=CC=C6)(CO4)OC(=O)C)OC)C)OC. Drug 2: CS(=O)(=O)CCNCC1=CC=C(O1)C2=CC3=C(C=C2)N=CN=C3NC4=CC(=C(C=C4)OCC5=CC(=CC=C5)F)Cl. Cell line: NCI/ADR-RES. Synergy scores: CSS=19.9, Synergy_ZIP=11.9, Synergy_Bliss=16.6, Synergy_Loewe=14.9, Synergy_HSA=16.6. (6) Drug 1: C(=O)(N)NO. Drug 2: C(CC(=O)O)C(=O)CN.Cl. Cell line: SW-620. Synergy scores: CSS=11.9, Synergy_ZIP=-2.06, Synergy_Bliss=3.81, Synergy_Loewe=-5.08, Synergy_HSA=2.48. (7) Drug 1: C1C(C(OC1N2C=NC3=C(N=C(N=C32)Cl)N)CO)O. Drug 2: C(CC(=O)O)C(=O)CN.Cl. Cell line: A498. Synergy scores: CSS=20.0, Synergy_ZIP=-3.89, Synergy_Bliss=1.01, Synergy_Loewe=-6.59, Synergy_HSA=0.995. (8) Drug 1: CCC1(C2=C(COC1=O)C(=O)N3CC4=CC5=C(C=CC(=C5CN(C)C)O)N=C4C3=C2)O.Cl. Drug 2: C1CCC(C(C1)N)N.C(=O)(C(=O)[O-])[O-].[Pt+4]. Cell line: CAKI-1. Synergy scores: CSS=39.9, Synergy_ZIP=-7.22, Synergy_Bliss=-4.31, Synergy_Loewe=-0.385, Synergy_HSA=2.37. (9) Drug 1: CC1=C(C=C(C=C1)NC(=O)C2=CC=C(C=C2)CN3CCN(CC3)C)NC4=NC=CC(=N4)C5=CN=CC=C5. Drug 2: CC1C(C(CC(O1)OC2CC(CC3=C2C(=C4C(=C3O)C(=O)C5=CC=CC=C5C4=O)O)(C(=O)C)O)N)O. Cell line: HCC-2998. Synergy scores: CSS=59.9, Synergy_ZIP=-2.81, Synergy_Bliss=-1.70, Synergy_Loewe=-48.6, Synergy_HSA=-4.28.